This data is from NCI-60 drug combinations with 297,098 pairs across 59 cell lines. The task is: Regression. Given two drug SMILES strings and cell line genomic features, predict the synergy score measuring deviation from expected non-interaction effect. (1) Drug 1: C1=NC2=C(N1)C(=S)N=C(N2)N. Drug 2: COC1=C2C(=CC3=C1OC=C3)C=CC(=O)O2. Synergy scores: CSS=17.3, Synergy_ZIP=0.736, Synergy_Bliss=-2.12, Synergy_Loewe=-21.5, Synergy_HSA=-2.69. Cell line: COLO 205. (2) Drug 1: COC1=C(C=C2C(=C1)N=CN=C2NC3=CC(=C(C=C3)F)Cl)OCCCN4CCOCC4. Drug 2: C1=C(C(=O)NC(=O)N1)N(CCCl)CCCl. Cell line: HOP-62. Synergy scores: CSS=34.4, Synergy_ZIP=-3.39, Synergy_Bliss=-1.21, Synergy_Loewe=-2.37, Synergy_HSA=-0.644. (3) Drug 1: CN1C(=O)N2C=NC(=C2N=N1)C(=O)N. Drug 2: CC12CCC3C(C1CCC2OP(=O)(O)O)CCC4=C3C=CC(=C4)OC(=O)N(CCCl)CCCl.[Na+]. Cell line: OVCAR-5. Synergy scores: CSS=11.0, Synergy_ZIP=-5.56, Synergy_Bliss=-1.87, Synergy_Loewe=-8.38, Synergy_HSA=-5.76. (4) Drug 1: C1CC(=O)NC(=O)C1N2CC3=C(C2=O)C=CC=C3N. Drug 2: CC1=CC=C(C=C1)C2=CC(=NN2C3=CC=C(C=C3)S(=O)(=O)N)C(F)(F)F. Cell line: OVCAR-4. Synergy scores: CSS=3.06, Synergy_ZIP=-2.26, Synergy_Bliss=-2.17, Synergy_Loewe=-2.18, Synergy_HSA=-2.25. (5) Drug 1: C1CN(P(=O)(OC1)NCCCl)CCCl. Drug 2: CC(C)CN1C=NC2=C1C3=CC=CC=C3N=C2N. Cell line: 786-0. Synergy scores: CSS=3.78, Synergy_ZIP=-1.63, Synergy_Bliss=-1.67, Synergy_Loewe=1.32, Synergy_HSA=-0.980. (6) Drug 1: CC12CCC(CC1=CCC3C2CCC4(C3CC=C4C5=CN=CC=C5)C)O. Drug 2: CN1C(=O)N2C=NC(=C2N=N1)C(=O)N. Cell line: SF-295. Synergy scores: CSS=0.767, Synergy_ZIP=-3.23, Synergy_Bliss=-7.22, Synergy_Loewe=-7.33, Synergy_HSA=-6.10. (7) Drug 1: CN(CCCl)CCCl.Cl. Drug 2: CCN(CC)CCCC(C)NC1=C2C=C(C=CC2=NC3=C1C=CC(=C3)Cl)OC. Cell line: A549. Synergy scores: CSS=16.4, Synergy_ZIP=-5.00, Synergy_Bliss=-1.71, Synergy_Loewe=-8.87, Synergy_HSA=-2.30. (8) Drug 1: CCC1(CC2CC(C3=C(CCN(C2)C1)C4=CC=CC=C4N3)(C5=C(C=C6C(=C5)C78CCN9C7C(C=CC9)(C(C(C8N6C)(C(=O)OC)O)OC(=O)C)CC)OC)C(=O)OC)O.OS(=O)(=O)O. Drug 2: CC(C)(C#N)C1=CC(=CC(=C1)CN2C=NC=N2)C(C)(C)C#N. Cell line: SF-539. Synergy scores: CSS=-1.41, Synergy_ZIP=2.94, Synergy_Bliss=4.39, Synergy_Loewe=-6.92, Synergy_HSA=-1.26. (9) Drug 2: N.N.Cl[Pt+2]Cl. Synergy scores: CSS=17.3, Synergy_ZIP=-2.68, Synergy_Bliss=-6.50, Synergy_Loewe=-27.5, Synergy_HSA=-6.32. Drug 1: COC1=C2C(=CC3=C1OC=C3)C=CC(=O)O2. Cell line: RXF 393.